This data is from Forward reaction prediction with 1.9M reactions from USPTO patents (1976-2016). The task is: Predict the product of the given reaction. (1) Given the reactants [CH3:1][C:2]1[CH:7]=[CH:6][C:5]([S:8]([O:11][CH2:12][CH:13]2[O:17][C:16](=[O:18])[N:15]([CH2:19]C3C=CC(F)=CC=3)[CH2:14]2)(=[O:10])=[O:9])=[CH:4][CH:3]=1.[F:27][C:28]1[CH:43]=[CH:42][C:31]([CH2:32]CN2CC(CO)OC2=O)=[CH:30][CH:29]=1.FC1C=CC(CN2CC(CO)OC2=O)=CC=1, predict the reaction product. The product is: [CH3:1][C:2]1[CH:7]=[CH:6][C:5]([S:8]([O:11][CH2:12][CH:13]2[O:17][C:16](=[O:18])[N:15]([CH2:19][CH2:32][C:31]3[CH:42]=[CH:43][C:28]([F:27])=[CH:29][CH:30]=3)[CH2:14]2)(=[O:9])=[O:10])=[CH:4][CH:3]=1. (2) The product is: [Cl:27][CH:17]([C:18]1[CH:23]=[CH:22][CH:21]=[CH:20][CH:19]=1)[CH:14]1[CH2:15][CH2:16][N:11]([C:9]([O:8][CH2:1][C:2]2[CH:7]=[CH:6][CH:5]=[CH:4][CH:3]=2)=[O:10])[CH2:12][CH2:13]1. Given the reactants [CH2:1]([O:8][C:9]([N:11]1[CH2:16][CH2:15][CH:14]([CH:17](O)[C:18]2[CH:23]=[CH:22][CH:21]=[CH:20][CH:19]=2)[CH2:13][CH2:12]1)=[O:10])[C:2]1[CH:7]=[CH:6][CH:5]=[CH:4][CH:3]=1.O=S(Cl)[Cl:27], predict the reaction product. (3) The product is: [CH3:1][N:2]1[C:6]([C:7]2[O:15][C:14]3[C:13]([NH2:25])=[N:12][CH:11]=[N:10][C:9]=3[CH:8]=2)=[C:5]([C:18]2[CH:23]=[CH:22][CH:21]=[CH:20][CH:19]=2)[N:4]=[CH:3]1. Given the reactants [CH3:1][N:2]1[C:6]([C:7]2[O:15][C:14]3[C:13](SC)=[N:12][CH:11]=[N:10][C:9]=3[CH:8]=2)=[C:5]([C:18]2[CH:23]=[CH:22][CH:21]=[CH:20][CH:19]=2)[N:4]=[CH:3]1.O.[NH3:25], predict the reaction product. (4) Given the reactants [NH:1]1[C:9]2[C:4](=[CH:5][CH:6]=[CH:7][CH:8]=2)[C:3]([CH2:10][NH2:11])=[CH:2]1.[CH2:12]([C:19]1([N:26]([CH3:28])[CH3:27])[CH2:24][CH2:23][C:22](=O)[CH2:21][CH2:20]1)[C:13]1[CH:18]=[CH:17][CH:16]=[CH:15][CH:14]=1.C(O)(=O)C.C(O[BH-](OC(=O)C)OC(=O)C)(=O)C.[Na+].[ClH:47], predict the reaction product. The product is: [ClH:47].[ClH:47].[CH2:12]([C:19]1([N:26]([CH3:27])[CH3:28])[CH2:24][CH2:23][CH:22]([NH:11][CH2:10][C:3]2[C:4]3[C:9](=[CH:8][CH:7]=[CH:6][CH:5]=3)[NH:1][CH:2]=2)[CH2:21][CH2:20]1)[C:13]1[CH:18]=[CH:17][CH:16]=[CH:15][CH:14]=1. (5) Given the reactants [F:1][C:2]1[CH:3]=[C:4]([C:8]2[CH:12]=[C:11]([NH:13][C:14](=[O:40])[O:15][CH2:16][C@@H:17]([N:26]([CH3:39])[C:27]([NH:29][CH2:30][C:31]3[CH:36]=[CH:35][CH:34]=[C:33]([F:37])[C:32]=3[Cl:38])=[O:28])[CH2:18][C:19]([F:25])([F:24])[CH2:20][N:21]=[N+]=[N-])[O:10][N:9]=2)[CH:5]=[CH:6][CH:7]=1.[H][H], predict the reaction product. The product is: [F:1][C:2]1[CH:3]=[C:4]([C:8]2[CH:12]=[C:11]([NH:13][C:14](=[O:40])[O:15][CH2:16][C@@H:17]([N:26]([CH3:39])[C:27]([NH:29][CH2:30][C:31]3[CH:36]=[CH:35][CH:34]=[C:33]([F:37])[C:32]=3[Cl:38])=[O:28])[CH2:18][C:19]([F:24])([F:25])[CH2:20][NH2:21])[O:10][N:9]=2)[CH:5]=[CH:6][CH:7]=1.